Dataset: Reaction yield outcomes from USPTO patents with 853,638 reactions. Task: Predict the reaction yield, written as a fraction of the theoretical maximum amount of product (1.0 means a 100% yield; for example, 0.34 means a 34% yield). The reactants are [C:1]([NH:24][CH:25]([CH2:40][CH:41]([CH3:43])[CH3:42])[C:26]([NH:28][C:29]1[CH:30]=[CH:31][C:32]([OH:39])=[C:33]([CH:38]=1)[C:34]([O:36]C)=[O:35])=[O:27])(=[O:23])[CH2:2][CH2:3][CH:4]=[CH:5][CH2:6][CH:7]=[CH:8][CH2:9][CH:10]=[CH:11][CH2:12][CH:13]=[CH:14][CH2:15][CH:16]=[CH:17][CH2:18][CH:19]=[CH:20][CH2:21][CH3:22].[OH-].[Na+].Cl. The catalyst is CO. The product is [C:1]([NH:24][CH:25]([CH2:40][CH:41]([CH3:42])[CH3:43])[C:26]([NH:28][C:29]1[CH:30]=[CH:31][C:32]([OH:39])=[C:33]([CH:38]=1)[C:34]([OH:36])=[O:35])=[O:27])(=[O:23])[CH2:2][CH2:3][CH:4]=[CH:5][CH2:6][CH:7]=[CH:8][CH2:9][CH:10]=[CH:11][CH2:12][CH:13]=[CH:14][CH2:15][CH:16]=[CH:17][CH2:18][CH:19]=[CH:20][CH2:21][CH3:22]. The yield is 0.610.